This data is from Reaction yield outcomes from USPTO patents with 853,638 reactions. The task is: Predict the reaction yield, written as a fraction of the theoretical maximum amount of product (1.0 means a 100% yield; for example, 0.34 means a 34% yield). (1) The reactants are C1C=CC(P(C2C=CC=CC=2)C2C=CC=CC=2)=CC=1.CC(OC(/N=N/C(OC(C)C)=O)=O)C.[CH3:34][C:35]1[C:39]([C:40]2[C:41]([O:54][CH3:55])=[CH:42][C:43]3[C:44]4[NH:52][C:51](=[O:53])[O:50][C:45]=4[CH:46]=[N:47][C:48]=3[CH:49]=2)=[C:38]([CH3:56])[O:37][N:36]=1.[N:57]1[CH:62]=[CH:61][CH:60]=[C:59]([CH:63](O)[CH3:64])[CH:58]=1. The catalyst is C1COCC1.CCOC(C)=O.C([O-])(O)=O.[Na+]. The product is [CH3:34][C:35]1[C:39]([C:40]2[C:41]([O:54][CH3:55])=[CH:42][C:43]3[C:44]4[N:52]([CH:63]([C:59]5[CH:58]=[N:57][CH:62]=[CH:61][CH:60]=5)[CH3:64])[C:51](=[O:53])[O:50][C:45]=4[CH:46]=[N:47][C:48]=3[CH:49]=2)=[C:38]([CH3:56])[O:37][N:36]=1. The yield is 0.0470. (2) The reactants are Cl[C:2]1[CH:3]=[C:4]([NH:11][C:12]2[CH:17]=[CH:16][C:15]([N:18]3[CH2:23][CH2:22][N:21]([CH:24]4[CH2:27][O:26][CH2:25]4)[CH2:20][CH2:19]3)=[CH:14][N:13]=2)[C:5]2[N:6]([CH:8]=[CH:9][N:10]=2)[CH:7]=1.C([O:31][CH2:32][C:33]1[C:38](B2OC(C)(C)C(C)(C)O2)=[CH:37][C:36]([F:48])=[CH:35][C:34]=1[N:49]1[CH2:61][CH2:60][N:52]2[C:53]3[CH2:54][CH2:55][CH2:56][CH2:57][C:58]=3[CH:59]=[C:51]2[C:50]1=[O:62])(=O)C.C1(P(C2CCCCC2)C2CCCCC2)CCCCC1.C([O-])([O-])=O.[Cs+].[Cs+]. The catalyst is O1CCOCC1.O.C1C=CC(/C=C/C(/C=C/C2C=CC=CC=2)=O)=CC=1.C1C=CC(/C=C/C(/C=C/C2C=CC=CC=2)=O)=CC=1.C1C=CC(/C=C/C(/C=C/C2C=CC=CC=2)=O)=CC=1.[Pd].[Pd]. The product is [F:48][C:36]1[CH:37]=[C:38]([C:2]2[CH:3]=[C:4]([NH:11][C:12]3[CH:17]=[CH:16][C:15]([N:18]4[CH2:23][CH2:22][N:21]([CH:24]5[CH2:27][O:26][CH2:25]5)[CH2:20][CH2:19]4)=[CH:14][N:13]=3)[C:5]3[N:6]([CH:8]=[CH:9][N:10]=3)[CH:7]=2)[C:33]([CH2:32][OH:31])=[C:34]([N:49]2[CH2:61][CH2:60][N:52]3[C:53]4[CH2:54][CH2:55][CH2:56][CH2:57][C:58]=4[CH:59]=[C:51]3[C:50]2=[O:62])[CH:35]=1. The yield is 0.110. (3) The reactants are [Cl:1][C:2]1[N:10]=[C:9]([Cl:11])[CH:8]=[CH:7][C:3]=1[C:4]([OH:6])=O.C1COCC1.[NH2:17][CH2:18][C:19]1[CH:20]=[N:21][CH:22]=[CH:23][CH:24]=1.CCN(C(C)C)C(C)C. The catalyst is CCOC(C)=O. The product is [Cl:1][C:2]1[N:10]=[C:9]([Cl:11])[CH:8]=[CH:7][C:3]=1[C:4]([NH:17][CH2:18][C:19]1[CH:20]=[N:21][CH:22]=[CH:23][CH:24]=1)=[O:6]. The yield is 0.730. (4) The reactants are C1([O:6][C:7](=[O:48])[C@@H:8]([NH:40][C:41](OC(C)(C)C)=[O:42])[CH2:9][CH2:10][O:11][C:12]2[CH:21]=[C:20]3[C:15]([C:16]([O:22][C:23]4[CH:28]=[CH:27][C:26]([NH:29][C:30](=O)[C:31]5[CH:36]=[CH:35][CH:34]=[CH:33][CH:32]=5)=[CH:25][CH:24]=4)=[CH:17][CH:18]=[N:19]3)=[CH:14][C:13]=2[O:38][CH3:39])CCCC1.[OH-:49].[Na+]. The catalyst is C1COCC1. The product is [C:30]([NH:29][C:26]1[CH:27]=[CH:28][C:23]([O:22][C:16]2[C:15]3[C:20](=[CH:21][C:12]([O:11][CH2:10][CH2:9][C@H:8]([NH:40][C:41]([C:15]([CH3:20])([CH3:16])[CH3:14])=[O:42])[C:7]([OH:6])=[O:48])=[C:13]([O:38][CH3:39])[CH:14]=3)[N:19]=[CH:18][CH:17]=2)=[CH:24][CH:25]=1)(=[O:49])[C:31]1[CH:36]=[CH:35][CH:34]=[CH:33][CH:32]=1. The yield is 0.910. (5) The reactants are C(=O)=O.CC(C)=O.[Cl:8][C:9]1[CH:29]=[CH:28][C:12]2[N:13]([CH3:27])[C:14](=[O:26])[CH2:15][N:16]=[C:17]([C:18]3[CH:23]=[CH:22][C:21]([O:24][CH3:25])=[CH:20][CH:19]=3)[C:11]=2[CH:10]=1.CC([O-])(C)C.[K+].[CH3:36][C:37]1[CH:44]=[CH:43][CH:42]=[CH:41][C:38]=1[CH2:39]Br. The catalyst is C1COCC1. The product is [Cl:8][C:9]1[CH:29]=[CH:28][C:12]2[N:13]([CH3:27])[C:14](=[O:26])[CH:15]([CH2:36][C:37]3[CH:44]=[CH:43][CH:42]=[CH:41][C:38]=3[CH3:39])[N:16]=[C:17]([C:18]3[CH:19]=[CH:20][C:21]([O:24][CH3:25])=[CH:22][CH:23]=3)[C:11]=2[CH:10]=1. The yield is 0.840. (6) The reactants are [Cl:1][C:2]1[CH:7]=[CH:6][N:5]=[C:4]([N:8]2[CH2:19][CH2:18][N:17]3[C:10](=[CH:11][C:12]4[CH2:13][C:14]([CH3:21])([CH3:20])[CH2:15][C:16]=43)[C:9]2=[O:22])[C:3]=1[CH:23]=[O:24].CC(=CC)C.[O-:30]Cl=O.[Na+].O. The catalyst is ClCCl.C(O)(C)(C)C. The product is [Cl:1][C:2]1[CH:7]=[CH:6][N:5]=[C:4]([N:8]2[CH2:19][CH2:18][N:17]3[C:10](=[CH:11][C:12]4[CH2:13][C:14]([CH3:21])([CH3:20])[CH2:15][C:16]=43)[C:9]2=[O:22])[C:3]=1[C:23]([OH:30])=[O:24]. The yield is 0.600. (7) The catalyst is C(Cl)Cl. The product is [C:9]([O:8][C:6]([C:5]1[CH:13]=[CH:14][C:2]([NH:1][C:48](=[O:49])[C:47]2[CH:51]=[C:43]([CH2:42][C:36]3[C:37](=[O:41])[C:38]([O:39][CH3:40])=[C:33]([O:32][CH3:31])[C:34](=[O:57])[C:35]=3[CH3:56])[CH:44]=[CH:45][C:46]=2[O:52][C:53](=[O:55])[CH3:54])=[N:3][CH:4]=1)=[O:7])([CH3:10])([CH3:11])[CH3:12]. The reactants are [NH2:1][C:2]1[CH:14]=[CH:13][C:5]([C:6]([O:8][C:9]([CH3:12])([CH3:11])[CH3:10])=[O:7])=[CH:4][N:3]=1.C(N(CC)CC)C.[Cl-].ClC1N(C)CC[NH+]1C.[CH3:31][O:32][C:33]1[C:34](=[O:57])[C:35]([CH3:56])=[C:36]([CH2:42][C:43]2[CH:44]=[CH:45][C:46]([O:52][C:53](=[O:55])[CH3:54])=[C:47]([CH:51]=2)[C:48](O)=[O:49])[C:37](=[O:41])[C:38]=1[O:39][CH3:40]. The yield is 0.540. (8) The reactants are Br[C:2]1[C:10]2[C:5](=[CH:6][CH:7]=[C:8]([C:11]#[N:12])[CH:9]=2)[N:4]([CH:13]2[CH2:18][CH2:17][CH2:16][CH2:15][O:14]2)[N:3]=1.[OH:19][C:20]1[CH:21]=[C:22](B(O)O)[CH:23]=[CH:24][CH:25]=1.P([O-])([O-])([O-])=O.[K+].[K+].[K+]. The catalyst is C(COC)OC.ClCCl.C1C=CC(P(C2C=CC=CC=2)[C-]2C=CC=C2)=CC=1.C1C=CC(P(C2C=CC=CC=2)[C-]2C=CC=C2)=CC=1.Cl[Pd]Cl.[Fe+2]. The product is [OH:19][C:20]1[CH:25]=[C:24]([C:2]2[C:10]3[C:5](=[CH:6][CH:7]=[C:8]([C:11]#[N:12])[CH:9]=3)[N:4]([CH:13]3[CH2:18][CH2:17][CH2:16][CH2:15][O:14]3)[N:3]=2)[CH:23]=[CH:22][CH:21]=1. The yield is 0.850. (9) The reactants are [CH3:1][N:2]([C:12]1[CH:13]=[CH:14][CH:15]=[C:16]2[C:20]=1[NH:19][C:18]([C:21]1[S:22][CH:23]([CH2:26][N:27]3[CH2:32][CH2:31][S:30][CH2:29][CH2:28]3)[CH2:24][N:25]=1)=[CH:17]2)[S:3]([C:6]1[CH:11]=[CH:10][CH:9]=[CH:8][N:7]=1)(=[O:5])=[O:4].ClC1C=CC=C(C(OO)=[O:41])C=1. The catalyst is ClCCl.C(OCC)(=O)C. The product is [CH3:1][N:2]([C:12]1[CH:13]=[CH:14][CH:15]=[C:16]2[C:20]=1[NH:19][C:18]([C:21]1[S:22][CH:23]([CH2:26][N:27]3[CH2:32][CH2:31][S:30](=[O:41])[CH2:29][CH2:28]3)[CH2:24][N:25]=1)=[CH:17]2)[S:3]([C:6]1[CH:11]=[CH:10][CH:9]=[CH:8][N:7]=1)(=[O:5])=[O:4]. The yield is 0.210.